Dataset: Forward reaction prediction with 1.9M reactions from USPTO patents (1976-2016). Task: Predict the product of the given reaction. (1) Given the reactants [N:1]1[CH:6]=[CH:5][CH:4]=[CH:3][C:2]=1[CH2:7][CH2:8][C:9]1[N:13]([C:14]2[CH:19]=[CH:18][C:17]([C:20]3[C:21]4[CH:35]=[CH:34][C:33]5[C:28](=[CH:29][CH:30]=[CH:31][CH:32]=5)[C:22]=4[NH:23][C:24](=[O:27])[CH2:25][N:26]=3)=[CH:16][CH:15]=2)[N:12]=[N:11][N:10]=1.[ClH:36], predict the reaction product. The product is: [ClH:36].[ClH:36].[N:1]1[CH:6]=[CH:5][CH:4]=[CH:3][C:2]=1[CH2:7][CH2:8][C:9]1[N:13]([C:14]2[CH:15]=[CH:16][C:17]([C:20]3[C:21]4[CH:35]=[CH:34][C:33]5[C:28](=[CH:29][CH:30]=[CH:31][CH:32]=5)[C:22]=4[NH:23][C:24](=[O:27])[CH2:25][N:26]=3)=[CH:18][CH:19]=2)[N:12]=[N:11][N:10]=1. (2) Given the reactants [C:1]([C:3]1[C:11]2[CH2:10][CH2:9][N:8]([C:12]([O:14][CH2:15][CH3:16])=[O:13])[CH2:7][C:6]=2[O:5][C:4]=1/[N:17]=[CH:18]/[N:19](C)C)#[N:2].[Cl:22][C:23]1[CH:24]=[C:25]([CH:27]=[CH:28][C:29]=1[F:30])N, predict the reaction product. The product is: [Cl:22][C:23]1[CH:24]=[C:25]([NH:2][C:1]2[C:3]3[C:11]4[CH2:10][CH2:9][N:8]([C:12]([O:14][CH2:15][CH3:16])=[O:13])[CH2:7][C:6]=4[O:5][C:4]=3[N:17]=[CH:18][N:19]=2)[CH:27]=[CH:28][C:29]=1[F:30].